From a dataset of Forward reaction prediction with 1.9M reactions from USPTO patents (1976-2016). Predict the product of the given reaction. (1) The product is: [CH3:30][N:10]([CH3:9])[CH2:11][CH2:12][CH:13]([O:19][C:20]1[C:29]2[C:24](=[CH:25][CH:26]=[CH:27][CH:28]=2)[CH:23]=[CH:22][CH:21]=1)[C:14]1[S:15][CH:16]=[CH:17][CH:18]=1. Given the reactants C(O)(=O)/C=C\C(O)=O.[CH3:9][N:10]([CH3:30])[CH2:11][CH2:12][CH:13]([O:19][C:20]1[C:29]2[C:24](=[CH:25][CH:26]=[CH:27][CH:28]=2)[CH:23]=[CH:22][CH:21]=1)[C:14]1[S:15][CH:16]=[CH:17][CH:18]=1.CN(C)CCC(C1SC=CC=1)=O.B.CN(C)CCC(C1SC=CC=1)O, predict the reaction product. (2) Given the reactants [Cl:1][C:2]1[CH:7]=[CH:6][C:5]([N+:8]([O-:10])=[O:9])=[CH:4][C:3]=1[N:11]=[C:12](Cl)Cl.[CH2:15]([NH2:19])[CH2:16][CH2:17][NH2:18], predict the reaction product. The product is: [Cl:1][C:2]1[CH:7]=[CH:6][C:5]([N+:8]([O-:10])=[O:9])=[CH:4][C:3]=1[N:11]=[C:12]1[NH:19][CH2:15][CH2:16][CH2:17][NH:18]1. (3) Given the reactants [Cl:1][C:2]1[CH:7]=[CH:6][C:5]([C:8]2[CH:13]=[C:12]([CH3:14])[N:11]3[N:15]=[CH:16][C:17](I)=[C:10]3[N:9]=2)=[CH:4][CH:3]=1.[C:19]([C:21]1[CH:26]=[CH:25][C:24]([C:27]([OH:30])([CH3:29])[CH3:28])=[CH:23][CH:22]=1)#[CH:20], predict the reaction product. The product is: [Cl:1][C:2]1[CH:7]=[CH:6][C:5]([C:8]2[CH:13]=[C:12]([CH3:14])[N:11]3[N:15]=[CH:16][C:17]([C:20]#[C:19][C:21]4[CH:26]=[CH:25][C:24]([C:27]([OH:30])([CH3:28])[CH3:29])=[CH:23][CH:22]=4)=[C:10]3[N:9]=2)=[CH:4][CH:3]=1.